From a dataset of NCI-60 drug combinations with 297,098 pairs across 59 cell lines. Regression. Given two drug SMILES strings and cell line genomic features, predict the synergy score measuring deviation from expected non-interaction effect. (1) Drug 1: CCC(=C(C1=CC=CC=C1)C2=CC=C(C=C2)OCCN(C)C)C3=CC=CC=C3.C(C(=O)O)C(CC(=O)O)(C(=O)O)O. Drug 2: CC1=C2C(C(=O)C3(C(CC4C(C3C(C(C2(C)C)(CC1OC(=O)C(C(C5=CC=CC=C5)NC(=O)C6=CC=CC=C6)O)O)OC(=O)C7=CC=CC=C7)(CO4)OC(=O)C)O)C)OC(=O)C. Cell line: NCI/ADR-RES. Synergy scores: CSS=6.21, Synergy_ZIP=1.59, Synergy_Bliss=4.74, Synergy_Loewe=1.17, Synergy_HSA=0.686. (2) Drug 1: CN1CCC(CC1)COC2=C(C=C3C(=C2)N=CN=C3NC4=C(C=C(C=C4)Br)F)OC. Drug 2: CCN(CC)CCCC(C)NC1=C2C=C(C=CC2=NC3=C1C=CC(=C3)Cl)OC. Cell line: M14. Synergy scores: CSS=33.6, Synergy_ZIP=12.2, Synergy_Bliss=14.8, Synergy_Loewe=7.38, Synergy_HSA=11.6. (3) Drug 2: CNC(=O)C1=NC=CC(=C1)OC2=CC=C(C=C2)NC(=O)NC3=CC(=C(C=C3)Cl)C(F)(F)F. Synergy scores: CSS=24.8, Synergy_ZIP=-1.28, Synergy_Bliss=0.800, Synergy_Loewe=-2.37, Synergy_HSA=-0.246. Drug 1: COC1=C(C=C2C(=C1)N=CN=C2NC3=CC(=C(C=C3)F)Cl)OCCCN4CCOCC4. Cell line: HL-60(TB). (4) Drug 1: CC1C(C(CC(O1)OC2CC(CC3=C2C(=C4C(=C3O)C(=O)C5=C(C4=O)C(=CC=C5)OC)O)(C(=O)C)O)N)O.Cl. Drug 2: CCC1(CC2CC(C3=C(CCN(C2)C1)C4=CC=CC=C4N3)(C5=C(C=C6C(=C5)C78CCN9C7C(C=CC9)(C(C(C8N6C)(C(=O)OC)O)OC(=O)C)CC)OC)C(=O)OC)O.OS(=O)(=O)O. Cell line: CAKI-1. Synergy scores: CSS=56.4, Synergy_ZIP=-7.70, Synergy_Bliss=-5.49, Synergy_Loewe=-4.04, Synergy_HSA=0.468. (5) Drug 1: C1=NC2=C(N1)C(=S)N=C(N2)N. Drug 2: C1=NC2=C(N1)C(=S)N=CN2. Cell line: SR. Synergy scores: CSS=50.9, Synergy_ZIP=-10.2, Synergy_Bliss=-17.5, Synergy_Loewe=-17.7, Synergy_HSA=-14.8. (6) Drug 1: C1=C(C(=O)NC(=O)N1)N(CCCl)CCCl. Drug 2: C1=CC(=CC=C1CC(C(=O)O)N)N(CCCl)CCCl.Cl. Cell line: OVCAR-8. Synergy scores: CSS=30.8, Synergy_ZIP=-3.44, Synergy_Bliss=5.70, Synergy_Loewe=3.44, Synergy_HSA=6.33. (7) Synergy scores: CSS=-2.79, Synergy_ZIP=1.83, Synergy_Bliss=1.88, Synergy_Loewe=-6.94, Synergy_HSA=-4.10. Cell line: SK-MEL-5. Drug 2: CC1CCCC2(C(O2)CC(NC(=O)CC(C(C(=O)C(C1O)C)(C)C)O)C(=CC3=CSC(=N3)C)C)C. Drug 1: CN(C)C1=NC(=NC(=N1)N(C)C)N(C)C. (8) Drug 1: COC1=C(C=C2C(=C1)N=CN=C2NC3=CC(=C(C=C3)F)Cl)OCCCN4CCOCC4. Drug 2: C1=CC=C(C(=C1)C(C2=CC=C(C=C2)Cl)C(Cl)Cl)Cl. Cell line: SW-620. Synergy scores: CSS=21.6, Synergy_ZIP=4.20, Synergy_Bliss=8.80, Synergy_Loewe=8.58, Synergy_HSA=9.83.